This data is from Forward reaction prediction with 1.9M reactions from USPTO patents (1976-2016). The task is: Predict the product of the given reaction. (1) Given the reactants Br[C:2]1[S:6][C:5]2=[N:7][CH:8]=[CH:9][N:4]2[N:3]=1.[F:10][C:11]1[CH:17]=[CH:16][C:14]([NH2:15])=[CH:13][CH:12]=1, predict the reaction product. The product is: [F:10][C:11]1[CH:17]=[CH:16][C:14]([NH:15][C:2]2[S:6][C:5]3=[N:7][CH:8]=[CH:9][N:4]3[N:3]=2)=[CH:13][CH:12]=1. (2) The product is: [CH:43]1([N:49]([CH3:50])[C:10]([C:8]2[CH:7]=[CH:6][C:5]3[NH:1][CH:2]=[N:3][C:4]=3[CH:9]=2)=[O:12])[CH2:48][CH2:47][CH2:46][CH2:45][CH2:44]1. Given the reactants [NH:1]1[C:5]2[CH:6]=[CH:7][C:8]([C:10]([OH:12])=O)=[CH:9][C:4]=2[N:3]=[CH:2]1.C1C=CC2N(O)N=NC=2C=1.CCN=C=NCCCN(C)C.C(N(C(C)C)CC)(C)C.[CH:43]1([NH:49][CH3:50])[CH2:48][CH2:47][CH2:46][CH2:45][CH2:44]1, predict the reaction product.